The task is: Regression. Given two drug SMILES strings and cell line genomic features, predict the synergy score measuring deviation from expected non-interaction effect.. This data is from NCI-60 drug combinations with 297,098 pairs across 59 cell lines. (1) Drug 1: C1=CN(C=N1)CC(O)(P(=O)(O)O)P(=O)(O)O. Synergy scores: CSS=1.77, Synergy_ZIP=-1.94, Synergy_Bliss=-2.37, Synergy_Loewe=-7.04, Synergy_HSA=-3.12. Drug 2: C1CN(P(=O)(OC1)NCCCl)CCCl. Cell line: OVCAR-5. (2) Drug 1: CC1=CC2C(CCC3(C2CCC3(C(=O)C)OC(=O)C)C)C4(C1=CC(=O)CC4)C. Drug 2: B(C(CC(C)C)NC(=O)C(CC1=CC=CC=C1)NC(=O)C2=NC=CN=C2)(O)O. Cell line: HS 578T. Synergy scores: CSS=1.53, Synergy_ZIP=2.78, Synergy_Bliss=5.59, Synergy_Loewe=-1.13, Synergy_HSA=-0.315. (3) Cell line: SNB-19. Synergy scores: CSS=23.6, Synergy_ZIP=-5.18, Synergy_Bliss=-1.42, Synergy_Loewe=-22.8, Synergy_HSA=1.13. Drug 2: C(CCl)NC(=O)N(CCCl)N=O. Drug 1: C1=NC(=NC(=O)N1C2C(C(C(O2)CO)O)O)N.